Task: Predict the reaction yield, written as a fraction of the theoretical maximum amount of product (1.0 means a 100% yield; for example, 0.34 means a 34% yield).. Dataset: Reaction yield outcomes from USPTO patents with 853,638 reactions (1) The reactants are [CH3:1][O-:2].[Na+].Cl[C:5]1[CH:12]=[CH:11][C:8]([C:9]#[N:10])=[C:7]([CH3:13])[N:6]=1. The catalyst is CO. The product is [CH3:1][O:2][C:5]1[CH:12]=[CH:11][C:8]([C:9]#[N:10])=[C:7]([CH3:13])[N:6]=1. The yield is 0.870. (2) The reactants are [SH:1][C:2]1[N:7]=[C:6]([C:8]2[CH:13]=[CH:12][C:11]([O:14][CH:15]([CH3:17])[CH3:16])=[CH:10][CH:9]=2)[N:5]=[C:4]([CH3:18])[C:3]=1[C:19]#[N:20].Cl[CH2:22][C:23]([NH2:25])=[O:24].CC[O-].[Na+]. The catalyst is C(O)C. The product is [NH2:20][C:19]1[C:3]2[C:4]([CH3:18])=[N:5][C:6]([C:8]3[CH:9]=[CH:10][C:11]([O:14][CH:15]([CH3:17])[CH3:16])=[CH:12][CH:13]=3)=[N:7][C:2]=2[S:1][C:22]=1[C:23]([NH2:25])=[O:24]. The yield is 0.310.